Dataset: Catalyst prediction with 721,799 reactions and 888 catalyst types from USPTO. Task: Predict which catalyst facilitates the given reaction. (1) Reactant: [N+:1]([C:4]1[CH:14]=[CH:13][C:7]([CH2:8][O:9][C:10](Cl)=[O:11])=[CH:6][CH:5]=1)([O-:3])=[O:2].ClCCl.[O:18]=[C:19]1[CH2:24][NH:23][CH2:22][CH2:21][NH:20]1.C(N(C(C)C)CC)(C)C. Product: [N+:1]([C:4]1[CH:14]=[CH:13][C:7]([CH2:8][O:9][C:10]([N:23]2[CH2:22][CH2:21][NH:20][C:19](=[O:18])[CH2:24]2)=[O:11])=[CH:6][CH:5]=1)([O-:3])=[O:2]. The catalyst class is: 38. (2) Reactant: C[O:2][C:3](=[O:26])[CH2:4][CH2:5][CH:6]([NH:18][C:19]([O:21][C:22]([CH3:25])([CH3:24])[CH3:23])=[O:20])[C:7]([N:9]1[CH2:13][CH:12]([F:14])[CH2:11][CH:10]1[C:15](=[O:17])[NH2:16])=[O:8].[Li+].[OH-]. Product: [C:22]([O:21][C:19]([NH:18][CH:6]([C:7]([N:9]1[CH2:13][CH:12]([F:14])[CH2:11][CH:10]1[C:15](=[O:17])[NH2:16])=[O:8])[CH2:5][CH2:4][C:3]([OH:26])=[O:2])=[O:20])([CH3:25])([CH3:23])[CH3:24]. The catalyst class is: 20. (3) Reactant: Cl[C:2]1[N:7]=[N:6][C:5]([N:8]2[C:12](=[O:13])[CH:11]=[C:10]([CH3:14])[NH:9]2)=[CH:4][CH:3]=1.[F:15][C:16]([F:27])([F:26])[O:17][C:18]1[CH:23]=[CH:22][C:21]([CH2:24][OH:25])=[CH:20][CH:19]=1.CC([O-])(C)C.[K+]. Product: [CH3:14][C:10]1[NH:9][N:8]([C:5]2[N:6]=[N:7][C:2]([O:25][CH2:24][C:21]3[CH:22]=[CH:23][C:18]([O:17][C:16]([F:15])([F:26])[F:27])=[CH:19][CH:20]=3)=[CH:3][CH:4]=2)[C:12](=[O:13])[CH:11]=1. The catalyst class is: 20. (4) Reactant: [CH3:1][C:2]1(O)[CH2:5][CH2:4][CH2:3]1.S(=O)(=O)(O)O.[Br:12][C:13]1[CH:14]=[C:15]2[C:19](=[C:20]([CH3:22])[CH:21]=1)[NH:18][N:17]=[CH:16]2.C(=O)(O)[O-].[Na+]. Product: [Br:12][C:13]1[CH:21]=[C:20]([CH3:22])[C:19]2[C:15](=[CH:16][N:17]([C:2]3([CH3:1])[CH2:5][CH2:4][CH2:3]3)[N:18]=2)[CH:14]=1. The catalyst class is: 13. (5) Reactant: C(=O)([O-])[O-].[Cs+].[Cs+].Br[C:8]1[CH:20]=[CH:19][C:18]([C:21]#[N:22])=[C:17]2[C:9]=1[C:10]1[CH:11]=[CH:12][C:13]([C:23]([O:25][CH2:26][CH3:27])=[O:24])=[CH:14][C:15]=1[NH:16]2.[NH:28]1[CH2:33][CH2:32][CH2:31][C@@H:30]([NH:34][C:35](=[O:44])[O:36][CH2:37][C:38]2[CH:43]=[CH:42][CH:41]=[CH:40][CH:39]=2)[CH2:29]1. Product: [CH2:37]([O:36][C:35]([NH:34][C@@H:30]1[CH2:31][CH2:32][CH2:33][N:28]([C:8]2[CH:20]=[CH:19][C:18]([C:21]#[N:22])=[C:17]3[C:9]=2[C:10]2[CH:11]=[CH:12][C:13]([C:23]([O:25][CH2:26][CH3:27])=[O:24])=[CH:14][C:15]=2[NH:16]3)[CH2:29]1)=[O:44])[C:38]1[CH:39]=[CH:40][CH:41]=[CH:42][CH:43]=1. The catalyst class is: 62. (6) Reactant: C([O:8][C:9]1[CH:14]=[CH:13][CH:12]=[C:11]([CH3:15])[C:10]=1[CH:16]([C:18]1[CH:23]=[CH:22][C:21]([O:24][CH3:25])=[CH:20][CH:19]=1)O)C1C=CC=CC=1.Cl. Product: [CH3:25][O:24][C:21]1[CH:20]=[CH:19][C:18]([CH2:16][C:10]2[C:11]([CH3:15])=[CH:12][CH:13]=[CH:14][C:9]=2[OH:8])=[CH:23][CH:22]=1. The catalyst class is: 293.